This data is from Full USPTO retrosynthesis dataset with 1.9M reactions from patents (1976-2016). The task is: Predict the reactants needed to synthesize the given product. Given the product [OH:19][CH2:1][CH2:2][CH2:3][CH2:4][CH2:5][CH2:6][CH2:7][CH2:8][CH2:9][CH2:10][CH2:11][CH2:12][CH2:13][CH2:14][C:15]([O:17][CH3:18])=[O:16], predict the reactants needed to synthesize it. The reactants are: [C:1](OC)(=[O:19])[CH2:2][CH2:3][CH2:4][CH2:5][CH2:6][CH2:7][CH2:8][CH2:9][CH2:10][CH2:11][CH2:12][CH2:13][CH2:14][C:15]([O:17][CH3:18])=[O:16].[H][H].